Task: Predict which catalyst facilitates the given reaction.. Dataset: Catalyst prediction with 721,799 reactions and 888 catalyst types from USPTO (1) Reactant: [CH:1]([C:3]1[CH:12]=[CH:11][C:6]([C:7]([O:9]C)=[O:8])=[CH:5][C:4]=1[O:13][CH3:14])=[O:2].O.Cl. Product: [CH:1]([C:3]1[CH:12]=[CH:11][C:6]([C:7]([OH:9])=[O:8])=[CH:5][C:4]=1[O:13][CH3:14])=[O:2]. The catalyst class is: 273. (2) Reactant: [CH3:1][C:2]1[C:6]([C:7]2[C:8]([C:15]3[CH:20]=[CH:19][C:18]([O:21]C)=[CH:17][CH:16]=3)=[N:9][N:10]([CH3:14])[C:11]=2[CH:12]=[O:13])=[C:5]([CH3:23])[O:4][N:3]=1.[Li+].[BH4-].S(C)C. Product: [CH3:1][C:2]1[C:6]([C:7]2[C:8]([C:15]3[CH:20]=[CH:19][C:18]([OH:21])=[CH:17][CH:16]=3)=[N:9][N:10]([CH3:14])[C:11]=2[CH2:12][OH:13])=[C:5]([CH3:23])[O:4][N:3]=1. The catalyst class is: 27. (3) Reactant: [N+:1]([O-:19])([O:3][CH2:4][CH2:5][CH2:6][CH2:7][C:8]([C:11]1[CH:16]=[C:15]([OH:17])[CH:14]=[C:13]([OH:18])[CH:12]=1)([CH3:10])[CH3:9])=[O:2].[C:20]([O:23][CH3:24])(=[O:22])[CH3:21].B(F)(F)F.C([O-])(O)=O.[Na+]. The catalyst class is: 2. Product: [C:20]([O:23][CH2:24][C:14]1[CH2:15][CH2:16][C@H:11]([C:8]([CH3:9])=[CH2:7])[C@@H:12]([C:14]2[C:13]([OH:18])=[CH:12][C:11]([C:8]([CH3:10])([CH2:7][CH2:6][CH2:5][CH2:4][O:3][N+:1]([O-:19])=[O:2])[CH3:9])=[CH:16][C:15]=2[OH:17])[CH:13]=1)(=[O:22])[CH3:21]. (4) Reactant: [C:1]([Br:5])(Br)(Br)Br.[CH3:6][C:7]1[O:11][C:10]([C:12]2[CH:17]=[CH:16][CH:15]=[CH:14][CH:13]=2)=[N:9][C:8]=1[CH2:18][CH2:19][CH2:20][C:21]1[CH:26]=[CH:25][C:24](CO)=[CH:23][CH:22]=1.C1C=CC(P(C2C=CC=CC=2)C2C=CC=CC=2)=CC=1. Product: [Br:5][CH2:1][C:24]1[CH:23]=[CH:22][C:21]([CH2:20][CH2:19][CH2:18][C:8]2[N:9]=[C:10]([C:12]3[CH:17]=[CH:16][CH:15]=[CH:14][CH:13]=3)[O:11][C:7]=2[CH3:6])=[CH:26][CH:25]=1. The catalyst class is: 1. (5) Reactant: C(OC([NH:8][C@@H:9]([CH2:25][C:26]1[CH:31]=[CH:30][CH:29]=[CH:28][CH:27]=1)[C:10]([NH:12][C@@H:13]([CH2:18][C:19]1[CH:24]=[CH:23][CH:22]=[CH:21][CH:20]=1)[C:14](OC)=[O:15])=[O:11])=O)(C)(C)C. Product: [C:26]1([CH2:25][C@@H:9]2[NH:8][C:14](=[O:15])[C@H:13]([CH2:18][C:19]3[CH:24]=[CH:23][CH:22]=[CH:21][CH:20]=3)[NH:12][C:10]2=[O:11])[CH:31]=[CH:30][CH:29]=[CH:28][CH:27]=1. The catalyst class is: 106.